Predict the reaction yield, written as a fraction of the theoretical maximum amount of product (1.0 means a 100% yield; for example, 0.34 means a 34% yield). From a dataset of Reaction yield outcomes from USPTO patents with 853,638 reactions. (1) The reactants are [CH3:1][O:2][C:3]1[CH:43]=[CH:42][C:6]([CH2:7][N:8]([CH2:33][C:34]2[CH:39]=[CH:38][C:37]([O:40][CH3:41])=[CH:36][CH:35]=2)[C:9]2[N:14]=[C:13]([CH3:15])[N:12]=[C:11]([C:16]3[C:17]([NH:24][C:25]4[CH:26]=[N:27][C:28]([O:31][CH3:32])=[CH:29][CH:30]=4)=[N:18][CH:19]=[C:20]([CH:23]=3)[CH:21]=O)[N:10]=2)=[CH:5][CH:4]=1.C(O[BH-](OC(=O)C)OC(=O)C)(=O)C.[Na+].Cl.[NH:59]1[CH2:62][CH2:61][CH2:60]1.C(N(C(C)C)CC)(C)C. The catalyst is CO.C(Cl)Cl. The product is [N:59]1([CH2:21][C:20]2[CH:23]=[C:16]([C:11]3[N:12]=[C:13]([CH3:15])[N:14]=[C:9]([N:8]([CH2:7][C:6]4[CH:42]=[CH:43][C:3]([O:2][CH3:1])=[CH:4][CH:5]=4)[CH2:33][C:34]4[CH:39]=[CH:38][C:37]([O:40][CH3:41])=[CH:36][CH:35]=4)[N:10]=3)[C:17]([NH:24][C:25]3[CH:26]=[N:27][C:28]([O:31][CH3:32])=[CH:29][CH:30]=3)=[N:18][CH:19]=2)[CH2:62][CH2:61][CH2:60]1. The yield is 0.614. (2) The reactants are CO.C[O-].[Na+].[Cl:6][CH:7]([Cl:10])[C:8]#[N:9].Cl.[CH3:12][O:13][C:14](=[O:19])[C@H:15]([CH2:17][SH:18])N. The catalyst is ClCCl.O. The product is [Cl:6][CH:7]([Cl:10])[C:8]1[S:18][CH2:17][CH:15]([C:14]([O:13][CH3:12])=[O:19])[N:9]=1. The yield is 0.820.